From a dataset of Forward reaction prediction with 1.9M reactions from USPTO patents (1976-2016). Predict the product of the given reaction. (1) The product is: [C:1]1([C:32]2[CH:33]=[CH:34][CH:35]=[CH:36][CH:37]=2)[CH:2]=[CH:3][C:4]([N:7]2[CH2:8][C:9]3[CH:10]=[CH:11][N:12]=[C:13]([NH:24][CH2:25][C:26]4[CH:31]=[CH:30][N:29]=[CH:28][CH:27]=4)[C:38]=3[C:39]2=[O:40])=[CH:5][CH:6]=1. Given the reactants [C:1]1([C:32]2[CH:37]=[CH:36][CH:35]=[CH:34][CH:33]=2)[CH:6]=[CH:5][C:4]([NH:7][CH2:8][C:9]2C(C(N(C(C)C)C(C)C)=O)=[C:13]([NH:24][CH2:25][C:26]3[CH:31]=[CH:30][N:29]=[CH:28][CH:27]=3)[N:12]=[CH:11][CH:10]=2)=[CH:3][CH:2]=1.[CH3:38][CH2:39][OH:40], predict the reaction product. (2) Given the reactants Br[C:2]1[CH:7]=[CH:6][C:5]([Br:8])=[CH:4][CH:3]=1.[NH2:9][C:10]1[CH:11]=[C:12](B(O)O)[CH:13]=[CH:14][CH:15]=1.C(=O)([O-])[O-].[Na+].[Na+].C(OCC)(=O)C, predict the reaction product. The product is: [Br:8][C:5]1[CH:6]=[CH:7][C:2]([C:14]2[CH:13]=[CH:12][CH:11]=[C:10]([NH2:9])[CH:15]=2)=[CH:3][CH:4]=1. (3) Given the reactants C(OC(=O)[NH:7][C:8]1[CH:13]=[CH:12][C:11]([F:14])=[C:10]([CH2:15][O:16][C:17]2[CH:22]=[N:21][CH:20]=[CH:19][N:18]=2)[CH:9]=1)(C)(C)C, predict the reaction product. The product is: [F:14][C:11]1[CH:12]=[CH:13][C:8]([NH2:7])=[CH:9][C:10]=1[CH2:15][O:16][C:17]1[CH:22]=[N:21][CH:20]=[CH:19][N:18]=1. (4) The product is: [CH3:6][S:7][C:8]1[NH:9][C:28](=[O:23])[C:27]2[CH2:22][CH2:21][C:11]=2[N:10]=1. Given the reactants S(O)(O)(=O)=O.[CH3:6][S:7][C:8](=[NH:10])[NH2:9].[CH3:11]SC(=N)N.C(N([CH2:21][CH3:22])CC)C.[O:23]1[CH2:28][CH2:27]OCC1, predict the reaction product. (5) Given the reactants O[CH:2]1[CH2:6][C:5]2=[C:7]([C:14]([O:16][CH3:17])=[O:15])[CH:8]=[CH:9][C:10]([N+:11]([O-:13])=[O:12])=[C:4]2[O:3]1.O, predict the reaction product. The product is: [N+:11]([C:10]1[CH:9]=[CH:8][C:7]([C:14]([O:16][CH3:17])=[O:15])=[C:5]2[C:4]=1[O:3][CH:2]=[CH:6]2)([O-:13])=[O:12]. (6) Given the reactants Cl[C:2]1[CH:3]=[C:4]2[C:10]([C:11]3[CH:12]=[C:13]([NH:17][C@H:18]([C:22]([NH:24][CH2:25][C:26]([F:29])([F:28])[F:27])=[O:23])[CH:19]([CH3:21])[CH3:20])[CH:14]=[N:15][CH:16]=3)=[CH:9][N:8]([CH2:30][O:31][CH2:32][CH2:33][Si:34]([CH3:37])([CH3:36])[CH3:35])[C:5]2=[N:6][CH:7]=1.[CH3:38][N:39]1[CH:43]=[C:42](B2OC(C)(C)C(C)(C)O2)[CH:41]=[N:40]1.CC(C1C=C(C(C)C)C(C2C=CC=CC=2P(C2CCCCC2)C2CCCCC2)=C(C(C)C)C=1)C.P([O-])([O-])([O-])=O, predict the reaction product. The product is: [CH3:38][N:39]1[CH:43]=[C:42]([C:2]2[CH:3]=[C:4]3[C:10]([C:11]4[CH:12]=[C:13]([NH:17][C@H:18]([C:22]([NH:24][CH2:25][C:26]([F:27])([F:28])[F:29])=[O:23])[CH:19]([CH3:21])[CH3:20])[CH:14]=[N:15][CH:16]=4)=[CH:9][N:8]([CH2:30][O:31][CH2:32][CH2:33][Si:34]([CH3:37])([CH3:36])[CH3:35])[C:5]3=[N:6][CH:7]=2)[CH:41]=[N:40]1.